Predict which catalyst facilitates the given reaction. From a dataset of Catalyst prediction with 721,799 reactions and 888 catalyst types from USPTO. (1) Reactant: [OH:1][C:2]1[CH:7]=[CH:6][C:5]([CH:8]([CH2:14][CH:15]([CH3:17])[CH3:16])[C:9]([O:11][CH2:12][CH3:13])=[O:10])=[CH:4][CH:3]=1.[Br:18]Br. Product: [Br:18][C:7]1[CH:6]=[C:5]([CH:8]([CH2:14][CH:15]([CH3:16])[CH3:17])[C:9]([O:11][CH2:12][CH3:13])=[O:10])[CH:4]=[CH:3][C:2]=1[OH:1]. The catalyst class is: 53. (2) Reactant: Cl[C:2]1[C:3]2[C:4](=[CH:20][N:21](CC3C=CC(OC)=CC=3)[N:22]=2)[N:5]=[C:6]([C:8]2[CH:9]=[C:10]([N:14]3[CH2:19][CH2:18][O:17][CH2:16][CH2:15]3)[CH:11]=[CH:12][CH:13]=2)[N:7]=1.[CH3:32][N:33]1[CH2:38][CH2:37][N:36]([C:39]2[CH:45]=[CH:44][C:42]([NH2:43])=[CH:41][CH:40]=2)[CH2:35][CH2:34]1.Cl. Product: [CH3:32][N:33]1[CH2:34][CH2:35][N:36]([C:39]2[CH:45]=[CH:44][C:42]([NH:43][C:2]3[C:3]4[NH:22][N:21]=[CH:20][C:4]=4[N:5]=[C:6]([C:8]4[CH:13]=[CH:12][CH:11]=[C:10]([N:14]5[CH2:15][CH2:16][O:17][CH2:18][CH2:19]5)[CH:9]=4)[N:7]=3)=[CH:41][CH:40]=2)[CH2:37][CH2:38]1. The catalyst class is: 71. (3) Reactant: [CH:1]1([CH2:7][CH2:8][O:9][C:10]2[CH:17]=[CH:16][C:13]([CH:14]=O)=[CH:12][N:11]=2)[CH2:6][CH2:5][CH2:4][CH2:3][CH2:2]1.[N:18]1[CH:23]=[CH:22][CH:21]=[C:20]([NH:24][C:25]([N:27]2[CH2:32][CH2:31][NH:30][CH2:29][CH2:28]2)=[O:26])[CH:19]=1.[BH-](OC(C)=O)(OC(C)=O)OC(C)=O.[Na+].[OH-].[Na+]. Product: [CH:1]1([CH2:7][CH2:8][O:9][C:10]2[N:11]=[CH:12][C:13]([CH2:14][N:30]3[CH2:31][CH2:32][N:27]([C:25]([NH:24][C:20]4[CH:19]=[N:18][CH:23]=[CH:22][CH:21]=4)=[O:26])[CH2:28][CH2:29]3)=[CH:16][CH:17]=2)[CH2:6][CH2:5][CH2:4][CH2:3][CH2:2]1. The catalyst class is: 559. (4) Product: [CH:2]1([C:5]2[C:6]([C:16]3[NH:25][C:19]4[CH2:20][N:21]([CH3:24])[CH2:22][CH2:23][C:18]=4[N:17]=3)=[CH:7][C:8]([C:12]([O:14][CH3:15])=[O:13])=[C:9]([CH3:11])[CH:10]=2)[CH2:3][CH2:4]1. Reactant: [I-].[CH:2]1([C:5]2[CH:10]=[C:9]([CH3:11])[C:8]([C:12]([O:14][CH3:15])=[O:13])=[CH:7][C:6]=2[C:16]2[NH:25][C:19]3[CH:20]=[N+:21]([CH3:24])[CH:22]=[CH:23][C:18]=3[N:17]=2)[CH2:4][CH2:3]1.[BH4-].[Na+]. The catalyst class is: 5. (5) Reactant: [I:1][C:2]1[C:10]2[C:5](=[CH:6][CH:7]=[CH:8][C:9]=2[N+:11]([O-])=O)[N:4]([CH2:14][C:15]2N=C(C)S[CH:19]=2)[N:3]=1.[CH3:21][C:22]1[S:23]C(C(OCC)=O)=C[N:26]=1.[NH4+].[Cl-]. Product: [I:1][C:2]1[C:10]2[C:9]([NH2:11])=[CH:8][CH:7]=[CH:6][C:5]=2[N:4]([CH2:14][C:15]2[S:23][C:22]([CH3:21])=[N:26][CH:19]=2)[N:3]=1. The catalyst class is: 314. (6) Reactant: [Cl-].[Mg+2].[Cl-].[C:4]([OH:10])(=[O:9])[CH2:5][C:6]([OH:8])=O.[CH2:11]([K])[CH3:12].N1(C(N2C=CN=C2)=O)C=CN=C1.[CH:26]1([CH:32]2[CH2:37][CH:36](C(O)=O)[CH2:35][CH2:34][N:33]2[C:41]([O:43][CH3:44])=[O:42])[CH2:31][CH2:30][CH2:29][CH2:28][CH2:27]1. Product: [CH:26]1([C@H:32]2[CH2:37][C@H:36]([C:6](=[O:8])[CH2:5][C:4]([O:10][CH2:11][CH3:12])=[O:9])[CH2:35][CH2:34][N:33]2[C:41]([O:43][CH3:44])=[O:42])[CH2:27][CH2:28][CH2:29][CH2:30][CH2:31]1. The catalyst class is: 1. (7) Reactant: [CH2:1](I)[CH2:2][CH3:3].[SH:5][C:6]1[N:10]([CH2:11][C:12]2[CH:17]=[CH:16][C:15]([C:18]3[CH:23]=[CH:22][CH:21]=[CH:20][C:19]=3[C:24]3[NH:28][N:27]=[N:26][N:25]=3)=[CH:14][CH:13]=2)[C:9]2[C:29]([C:33]([O:35][CH2:36][CH3:37])=[O:34])=[CH:30][CH:31]=[CH:32][C:8]=2[N:7]=1.[OH-].[Na+].Cl. Product: [CH2:1]([S:5][C:6]1[N:10]([CH2:11][C:12]2[CH:13]=[CH:14][C:15]([C:18]3[CH:23]=[CH:22][CH:21]=[CH:20][C:19]=3[C:24]3[NH:28][N:27]=[N:26][N:25]=3)=[CH:16][CH:17]=2)[C:9]2[C:29]([C:33]([O:35][CH2:36][CH3:37])=[O:34])=[CH:30][CH:31]=[CH:32][C:8]=2[N:7]=1)[CH2:2][CH3:3]. The catalyst class is: 8. (8) Reactant: C(OC([N:6]1[CH2:10][C@H:9]([CH2:11][N:12]([C:19]2[CH:24]=[CH:23][C:22]([Cl:25])=[CH:21][CH:20]=2)[C:13]2[CH:18]=[CH:17][CH:16]=[CH:15][CH:14]=2)[C@@H:8]([CH2:26][C:27]2[CH:32]=[CH:31][CH:30]=[CH:29][CH:28]=2)[CH2:7]1)=O)C.[OH-].[K+]. Product: [CH2:26]([C@H:8]1[CH2:7][NH:6][CH2:10][C@@H:9]1[CH2:11][N:12]([C:19]1[CH:20]=[CH:21][C:22]([Cl:25])=[CH:23][CH:24]=1)[C:13]1[CH:18]=[CH:17][CH:16]=[CH:15][CH:14]=1)[C:27]1[CH:28]=[CH:29][CH:30]=[CH:31][CH:32]=1. The catalyst class is: 14. (9) Reactant: [C:1]1([CH:7]([C:35]2[CH:40]=[CH:39][CH:38]=[CH:37][CH:36]=2)[N:8]2[C:16]3[C:11](=[CH:12][CH:13]=[CH:14][CH:15]=3)[C:10]3([C:20]4[CH:21]=[C:22](B5OC(C)(C)C(C)(C)O5)[CH:23]=[CH:24][C:19]=4[O:18][CH2:17]3)[C:9]2=O)[CH:6]=[CH:5][CH:4]=[CH:3][CH:2]=1.[OH:41]O.[OH-].[Na+]. Product: [C:1]1([CH:7]([C:35]2[CH:36]=[CH:37][CH:38]=[CH:39][CH:40]=2)[N:8]2[C:16]3[C:11](=[CH:12][CH:13]=[CH:14][CH:15]=3)[C:10]3([C:20]4[CH:21]=[C:22]([OH:41])[CH:23]=[CH:24][C:19]=4[O:18][CH2:17]3)[CH2:9]2)[CH:2]=[CH:3][CH:4]=[CH:5][CH:6]=1. The catalyst class is: 5. (10) Reactant: C(OC(=O)[NH:7][CH:8]([C:11](=[O:35])[NH:12][CH:13]1[CH2:18][CH2:17][CH2:16][CH:15]([N:19]2[C:28]3[CH:27]=[CH:26][CH:25]=[C:24]([Cl:29])[C:23]=3[C:22]3=[N:30][O:31][C:32]([CH3:33])=[C:21]3[C:20]2=[O:34])[CH2:14]1)[CH2:9][OH:10])(C)(C)C. Product: [NH2:7][CH:8]([CH2:9][OH:10])[C:11]([NH:12][CH:13]1[CH2:18][CH2:17][CH2:16][CH:15]([N:19]2[C:28]3[CH:27]=[CH:26][CH:25]=[C:24]([Cl:29])[C:23]=3[C:22]3=[N:30][O:31][C:32]([CH3:33])=[C:21]3[C:20]2=[O:34])[CH2:14]1)=[O:35]. The catalyst class is: 137.